Regression. Given a peptide amino acid sequence and an MHC pseudo amino acid sequence, predict their binding affinity value. This is MHC class II binding data. From a dataset of Peptide-MHC class II binding affinity with 134,281 pairs from IEDB. (1) The peptide sequence is IGAGLIFPRFEQLLE. The MHC is DRB1_1101 with pseudo-sequence DRB1_1101. The binding affinity (normalized) is 0.388. (2) The MHC is DRB1_1101 with pseudo-sequence DRB1_1101. The binding affinity (normalized) is 0.702. The peptide sequence is VEIKEFANAVKLRRS. (3) The peptide sequence is YFPPPAAKEDFLGCL. The MHC is DRB1_1602 with pseudo-sequence DRB1_1602. The binding affinity (normalized) is 0.283.